This data is from NCI-60 drug combinations with 297,098 pairs across 59 cell lines. The task is: Regression. Given two drug SMILES strings and cell line genomic features, predict the synergy score measuring deviation from expected non-interaction effect. (1) Drug 1: CC1=C2C(C(=O)C3(C(CC4C(C3C(C(C2(C)C)(CC1OC(=O)C(C(C5=CC=CC=C5)NC(=O)C6=CC=CC=C6)O)O)OC(=O)C7=CC=CC=C7)(CO4)OC(=O)C)O)C)OC(=O)C. Drug 2: CC=C1C(=O)NC(C(=O)OC2CC(=O)NC(C(=O)NC(CSSCCC=C2)C(=O)N1)C(C)C)C(C)C. Cell line: HL-60(TB). Synergy scores: CSS=40.5, Synergy_ZIP=1.37, Synergy_Bliss=-1.67, Synergy_Loewe=-19.3, Synergy_HSA=-5.94. (2) Drug 1: C1CCC(CC1)NC(=O)N(CCCl)N=O. Drug 2: CN1C(=O)N2C=NC(=C2N=N1)C(=O)N. Cell line: COLO 205. Synergy scores: CSS=12.7, Synergy_ZIP=3.88, Synergy_Bliss=8.07, Synergy_Loewe=-3.97, Synergy_HSA=3.83. (3) Drug 1: C1=C(C(=O)NC(=O)N1)F. Drug 2: CCCS(=O)(=O)NC1=C(C(=C(C=C1)F)C(=O)C2=CNC3=C2C=C(C=N3)C4=CC=C(C=C4)Cl)F. Cell line: ACHN. Synergy scores: CSS=49.2, Synergy_ZIP=6.10, Synergy_Bliss=4.75, Synergy_Loewe=2.03, Synergy_HSA=6.16. (4) Drug 2: CN1C2=C(C=C(C=C2)N(CCCl)CCCl)N=C1CCCC(=O)O.Cl. Cell line: PC-3. Drug 1: C1CN1C2=NC(=NC(=N2)N3CC3)N4CC4. Synergy scores: CSS=6.03, Synergy_ZIP=-4.11, Synergy_Bliss=-2.11, Synergy_Loewe=-9.67, Synergy_HSA=-2.90. (5) Drug 1: C1=CC(=CC=C1CCC2=CNC3=C2C(=O)NC(=N3)N)C(=O)NC(CCC(=O)O)C(=O)O. Drug 2: C(CCl)NC(=O)N(CCCl)N=O. Cell line: NCI-H522. Synergy scores: CSS=30.8, Synergy_ZIP=-3.89, Synergy_Bliss=-1.18, Synergy_Loewe=-38.3, Synergy_HSA=-2.08. (6) Drug 1: CN(C)C1=NC(=NC(=N1)N(C)C)N(C)C. Drug 2: N.N.Cl[Pt+2]Cl. Cell line: SW-620. Synergy scores: CSS=-7.75, Synergy_ZIP=3.55, Synergy_Bliss=-0.0914, Synergy_Loewe=-6.13, Synergy_HSA=-5.46.